From a dataset of Forward reaction prediction with 1.9M reactions from USPTO patents (1976-2016). Predict the product of the given reaction. Given the reactants Br[C:2]1[C:3]([C:16]2[CH:23]=[CH:22][C:19]([C:20]#[N:21])=[C:18]([F:24])[CH:17]=2)=[N:4][C:5]([N:8]2[CH2:13][CH2:12][CH:11]([NH:14][CH3:15])[CH2:10][CH2:9]2)=[CH:6][N:7]=1.[C:25]([C:27]1([OH:32])[CH2:31][CH2:30][CH2:29][CH2:28]1)#[CH:26], predict the reaction product. The product is: [F:24][C:18]1[CH:17]=[C:16]([C:3]2[C:2]([C:26]#[C:25][C:27]3([OH:32])[CH2:31][CH2:30][CH2:29][CH2:28]3)=[N:7][CH:6]=[C:5]([N:8]3[CH2:13][CH2:12][CH:11]([NH:14][CH3:15])[CH2:10][CH2:9]3)[N:4]=2)[CH:23]=[CH:22][C:19]=1[C:20]#[N:21].